From a dataset of Catalyst prediction with 721,799 reactions and 888 catalyst types from USPTO. Predict which catalyst facilitates the given reaction. (1) Reactant: [Cl:1][C@@:2]1([F:18])[C@H:6]([OH:7])[C@@H:5]([CH2:8][OH:9])[O:4][C@H:3]1[N:10]1[CH:15]=[CH:14][C:13](=[O:16])[NH:12][C:11]1=[O:17].C(N([CH2:24][CH3:25])CC)C.[CH3:26][C:27]1[CH:35]=[CH:34][C:30]([C:31](Cl)=[O:32])=[CH:29][CH:28]=1.[C:36]([O-:39])(O)=O.[Na+].N1[CH:46]=[CH:45][CH:44]=[CH:43][CH:42]=1. Product: [CH3:26][C:27]1[CH:35]=[CH:34][C:30]([C:31]([O:7][C@H:6]2[C@@:2]([Cl:1])([F:18])[C@H:3]([N:10]3[CH:15]=[CH:14][C:13](=[O:16])[NH:12][C:11]3=[O:17])[O:4][C@@H:5]2[CH2:8][O:9][C:36](=[O:39])[C:44]2[CH:45]=[CH:46][C:24]([CH3:25])=[CH:42][CH:43]=2)=[O:32])=[CH:29][CH:28]=1. The catalyst class is: 2. (2) Reactant: [O:1]1[C:5]2([CH2:10][CH2:9][CH:8]([CH2:11][OH:12])[CH2:7][CH2:6]2)[O:4][CH2:3][CH2:2]1.[CH2:13]([O:20][C:21]1[CH:22]=[C:23](O)[CH:24]=[CH:25][CH:26]=1)[C:14]1[CH:19]=[CH:18][CH:17]=[CH:16][CH:15]=1.C1(P(C2C=CC=CC=2)C2C=CC=CC=2)C=CC=CC=1. Product: [CH2:13]([O:20][C:21]1[CH:26]=[C:25]([CH:24]=[CH:23][CH:22]=1)[O:12][CH2:11][CH:8]1[CH2:9][CH2:10][C:5]2([O:4][CH2:3][CH2:2][O:1]2)[CH2:6][CH2:7]1)[C:14]1[CH:19]=[CH:18][CH:17]=[CH:16][CH:15]=1. The catalyst class is: 1. (3) Reactant: [C@@H:1]1([N:9]2[CH:17]=[C:15]([CH3:16])[C:13](=[O:14])[NH:12][C:10]2=[O:11])[O:8][C@H:5]([CH2:6][OH:7])[C@@H:3]([OH:4])[CH2:2]1.[C:18](OC(=O)C)(=[O:20])[CH3:19]. Product: [C:18]([O:7][CH2:6][C@H:5]1[O:8][C@@H:1]([N:9]2[CH:17]=[C:15]([CH3:16])[C:13](=[O:14])[NH:12][C:10]2=[O:11])[CH2:2][C@@H:3]1[OH:4])(=[O:20])[CH3:19]. The catalyst class is: 377. (4) Reactant: [CH3:1][S:2]([N:5]1[CH2:10][CH2:9][C:8]2[N:11]([CH2:24][CH2:25][CH:26]=O)[N:12]=[C:13]([C:14]3[CH:19]=[CH:18][C:17]([C:20]([F:23])([F:22])[F:21])=[CH:16][CH:15]=3)[C:7]=2[CH2:6]1)(=[O:4])=[O:3].[Cl:28][C:29]1[CH:34]=[CH:33][CH:32]=[C:31]([N+:35]([O-:37])=[O:36])[C:30]=1[N:38]1[CH2:43][CH2:42][NH:41][CH2:40][CH2:39]1.S([O-])([O-])(=O)=O.[Na+].[Na+].C(O[BH-](OC(=O)C)OC(=O)C)(=O)C.[Na+]. The catalyst class is: 2. Product: [Cl:28][C:29]1[CH:34]=[CH:33][CH:32]=[C:31]([N+:35]([O-:37])=[O:36])[C:30]=1[N:38]1[CH2:43][CH2:42][N:41]([CH2:26][CH2:25][CH2:24][N:11]2[C:8]3[CH2:9][CH2:10][N:5]([S:2]([CH3:1])(=[O:4])=[O:3])[CH2:6][C:7]=3[C:13]([C:14]3[CH:19]=[CH:18][C:17]([C:20]([F:23])([F:22])[F:21])=[CH:16][CH:15]=3)=[N:12]2)[CH2:40][CH2:39]1. (5) Reactant: [C:1]1([C:7]2[O:16][C:10]3[N:11]=[CH:12][NH:13][C:14](=O)[C:9]=3[CH:8]=2)[CH:6]=[CH:5][CH:4]=[CH:3][CH:2]=1.P(Cl)(Cl)([Cl:19])=O.Cl.N. Product: [Cl:19][C:14]1[C:9]2[CH:8]=[C:7]([C:1]3[CH:6]=[CH:5][CH:4]=[CH:3][CH:2]=3)[O:16][C:10]=2[N:11]=[CH:12][N:13]=1. The catalyst class is: 6. (6) Reactant: Br[C:2]1[CH:7]=[CH:6][C:5]2[NH:8][C:9]3[C:10](=[CH:11][CH:12]=[C:13]4[C:21]=3[NH:20][C:19]3[C:14]4=[CH:15][C:16](Br)=[CH:17][CH:18]=3)[C:4]=2[CH:3]=1.[C:23]1([C:32]2[CH:37]=[CH:36][CH:35]=[CH:34][CH:33]=2)[CH:28]=[CH:27][CH:26]=[CH:25][C:24]=1B(O)O.C([O-])([O-])=O.[Na+].[Na+].[CH3:44][CH2:45]O. Product: [C:23]1([C:32]2[CH:37]=[CH:36][CH:35]=[CH:34][CH:33]=2)[CH:28]=[CH:27][CH:26]=[CH:25][C:24]=1[C:2]1[CH:7]=[CH:6][C:5]2[NH:8][C:9]3[C:10](=[CH:11][CH:12]=[C:13]4[C:21]=3[NH:20][C:19]3[C:14]4=[CH:15][C:16]([C:2]4[CH:7]=[CH:6][CH:5]=[CH:4][C:3]=4[C:44]4[CH:45]=[CH:13][CH:21]=[CH:9][CH:10]=4)=[CH:17][CH:18]=3)[C:4]=2[CH:3]=1. The catalyst class is: 206.